This data is from Catalyst prediction with 721,799 reactions and 888 catalyst types from USPTO. The task is: Predict which catalyst facilitates the given reaction. (1) Product: [O:1]1[C:5]2[CH:6]=[CH:7][C:8]([C:10]3[O:11][C:18]([SH:19])=[N:13][N:12]=3)=[CH:9][C:4]=2[O:3][CH2:2]1. Reactant: [O:1]1[C:5]2[CH:6]=[CH:7][C:8]([C:10]([NH:12][NH2:13])=[O:11])=[CH:9][C:4]=2[O:3][CH2:2]1.[OH-].[K+].CO.[C:18](=S)=[S:19]. The catalyst class is: 6. (2) Reactant: [F:1][C:2]1[CH:10]=[C:9]2[C:5]([C:6]([C:20]3[N:21]=[C:22]4[C:28]([CH:29]=[O:30])=[CH:27][N:26]([CH2:31][O:32][CH2:33][CH2:34][Si:35]([CH3:38])([CH3:37])[CH3:36])[C:23]4=[N:24][CH:25]=3)=[N:7][N:8]2[CH2:11][C:12]([N:14]2[CH2:19][CH2:18][O:17][CH2:16][CH2:15]2)=[O:13])=[CH:4][CH:3]=1.S(=O)(=O)([OH:41])N.Cl([O-])=O.[Na+].P([O-])(O)(O)=O.[K+]. Product: [F:1][C:2]1[CH:10]=[C:9]2[C:5]([C:6]([C:20]3[N:21]=[C:22]4[C:28]([C:29]([OH:41])=[O:30])=[CH:27][N:26]([CH2:31][O:32][CH2:33][CH2:34][Si:35]([CH3:38])([CH3:37])[CH3:36])[C:23]4=[N:24][CH:25]=3)=[N:7][N:8]2[CH2:11][C:12]([N:14]2[CH2:19][CH2:18][O:17][CH2:16][CH2:15]2)=[O:13])=[CH:4][CH:3]=1. The catalyst class is: 20. (3) The catalyst class is: 7. Product: [CH2:21]([O:28][C:29]1[CH:38]=[C:37]2[C:32]([C:33]([O:20][C:16]3[CH:15]=[C:14]([NH:13][C:11]([NH:10][C:7]4[CH:6]=[C:5]([C:1]([CH3:4])([CH3:2])[CH3:3])[O:9][N:8]=4)=[O:12])[CH:19]=[CH:18][CH:17]=3)=[N:34][CH:35]=[N:36]2)=[CH:31][CH:30]=1)[C:22]1[CH:23]=[CH:24][CH:25]=[CH:26][CH:27]=1. Reactant: [C:1]([C:5]1[O:9][N:8]=[C:7]([NH:10][C:11]([NH:13][C:14]2[CH:19]=[CH:18][CH:17]=[C:16]([OH:20])[CH:15]=2)=[O:12])[CH:6]=1)([CH3:4])([CH3:3])[CH3:2].[CH2:21]([O:28][C:29]1[CH:38]=[C:37]2[C:32]([C:33](Cl)=[N:34][CH:35]=[N:36]2)=[CH:31][CH:30]=1)[C:22]1[CH:27]=[CH:26][CH:25]=[CH:24][CH:23]=1.C(=O)([O-])[O-].[Cs+].[Cs+]. (4) Reactant: [C:1]([O:5][C:6]([N:8]1[CH:13]([CH2:14][CH3:15])[CH2:12][CH:11]([NH:16][CH2:17][C:18]2[CH:23]=[C:22]([C:24]([F:27])([F:26])[F:25])[CH:21]=[C:20]([C:28]([F:31])([F:30])[F:29])[CH:19]=2)[CH2:10][CH:9]1[CH2:32][CH:33]=[CH2:34])=[O:7])([CH3:4])([CH3:3])[CH3:2].C([O-])(O)=O.[Na+].Cl[C:41]([O:43][CH3:44])=[O:42]. Product: [C:1]([O:5][C:6]([N:8]1[CH:13]([CH2:14][CH3:15])[CH2:12][CH:11]([N:16]([CH2:17][C:18]2[CH:19]=[C:20]([C:28]([F:31])([F:29])[F:30])[CH:21]=[C:22]([C:24]([F:27])([F:26])[F:25])[CH:23]=2)[C:41]([O:43][CH3:44])=[O:42])[CH2:10][CH:9]1[CH2:32][CH:33]=[CH2:34])=[O:7])([CH3:4])([CH3:3])[CH3:2]. The catalyst class is: 2. (5) The catalyst class is: 409. Reactant: [Cl:1][C:2]1[CH:3]=[C:4]2[C:9](=[CH:10][CH:11]=1)[C@:8]([CH2:14][O:15][C:16]1[CH:24]=[CH:23][C:19]([C:20]([OH:22])=[O:21])=[CH:18][C:17]=1[N+:25]([O-])=O)([CH:12]=O)[CH2:7][CH2:6][CH2:5]2.C(O[BH-](OC(=O)C)OC(=O)C)(=O)C.[Na+]. Product: [Cl:1][C:2]1[CH:3]=[C:4]2[C:9](=[CH:10][CH:11]=1)[C@@:8]1([CH2:14][O:15][C:16]3[CH:24]=[CH:23][C:19]([C:20]([OH:22])=[O:21])=[CH:18][C:17]=3[NH:25][CH2:12]1)[CH2:7][CH2:6][CH2:5]2.